Dataset: Reaction yield outcomes from USPTO patents with 853,638 reactions. Task: Predict the reaction yield, written as a fraction of the theoretical maximum amount of product (1.0 means a 100% yield; for example, 0.34 means a 34% yield). (1) The reactants are [N:1]1[CH:6]=[CH:5][CH:4]=[C:3]([C:7]2[CH:8]=[CH:9][C:10]([CH3:18])=[C:11]([CH:17]=2)[C:12]([O:14][CH2:15][CH3:16])=[O:13])[CH:2]=1.[C:19]([OH:28])(=[O:27])[C@@H:20]([C@H:22]([C:24]([OH:26])=[O:25])[OH:23])[OH:21].C(O)C. The catalyst is C(O)(=O)C.[Pt]=O. The product is [C:19]([OH:28])(=[O:27])[C@@H:20]([C@H:22]([C:24]([OH:26])=[O:25])[OH:23])[OH:21].[NH:1]1[CH2:6][CH2:5][CH2:4][C@@H:3]([C:7]2[CH:8]=[CH:9][C:10]([CH3:18])=[C:11]([CH:17]=2)[C:12]([O:14][CH2:15][CH3:16])=[O:13])[CH2:2]1. The yield is 0.350. (2) The reactants are [CH2:1]([O:3][C:4](=[O:19])[CH:5]([N:7]1[C:12]2[CH:13]=[C:14]([Br:17])[CH:15]=[CH:16][C:11]=2[O:10][CH2:9][C:8]1=O)[CH3:6])[CH3:2].COC1C=CC(P2(SP(C3C=CC(OC)=CC=3)(=S)S2)=[S:29])=CC=1. The yield is 0.820. The product is [CH2:1]([O:3][C:4](=[O:19])[CH:5]([N:7]1[C:12]2[CH:13]=[C:14]([Br:17])[CH:15]=[CH:16][C:11]=2[O:10][CH2:9][C:8]1=[S:29])[CH3:6])[CH3:2]. The catalyst is C1(C)C=CC=CC=1. (3) The reactants are [Cl:1][C:2]1[CH:9]=[CH:8][C:5]([C:6]#[N:7])=[C:4]([O:10][C:11]2[CH:16]=[CH:15][CH:14]=[C:13]([CH:17]=[O:18])[C:12]=2[OH:19])[CH:3]=1.Br[CH2:21][CH2:22][OH:23].C(=O)([O-])[O-].[Cs+].[Cs+].O. The catalyst is CN(C=O)C. The product is [Cl:1][C:2]1[CH:9]=[CH:8][C:5]([C:6]#[N:7])=[C:4]([O:10][C:11]2[CH:16]=[CH:15][CH:14]=[C:13]([CH:17]=[O:18])[C:12]=2[O:19][CH2:21][CH2:22][OH:23])[CH:3]=1. The yield is 0.830. (4) The yield is 0.476. The reactants are [Cl:1][C:2]1[CH:21]=[CH:20][C:5]([CH2:6][N:7]2[C:15]3[C:14](=[O:16])[NH:13][C:12](=[O:17])[N:11]([CH3:18])[C:10]=3[N:9]=[C:8]2S)=[CH:4][CH:3]=1.[Cl:22][O-].[Na+].[S:25](=[O:29])(=O)(O)[OH:26]. No catalyst specified. The product is [Cl:1][C:2]1[CH:21]=[CH:20][C:5]([CH2:6][N:7]2[C:15]3[C:14](=[O:16])[NH:13][C:12](=[O:17])[N:11]([CH3:18])[C:10]=3[N:9]=[C:8]2[S:25]([Cl:22])(=[O:29])=[O:26])=[CH:4][CH:3]=1.